Predict the reactants needed to synthesize the given product. From a dataset of Full USPTO retrosynthesis dataset with 1.9M reactions from patents (1976-2016). (1) Given the product [C:21]([C:18]1[S:17][C:16]([NH:15][C:13]2[CH:12]=[C:11]([N:23]3[CH2:24][CH2:25][N:26]([CH3:29])[CH2:27][CH2:28]3)[N:10]=[C:9]([S:8][C:5]3[CH:4]=[CH:3][C:2]([NH:1][C:37](=[O:40])[CH2:38][CH3:39])=[CH:7][CH:6]=3)[N:14]=2)=[N:20][CH:19]=1)#[N:22], predict the reactants needed to synthesize it. The reactants are: [NH2:1][C:2]1[CH:7]=[CH:6][C:5]([S:8][C:9]2[N:14]=[C:13]([NH:15][C:16]3[S:17][C:18]([C:21]#[N:22])=[CH:19][N:20]=3)[CH:12]=[C:11]([N:23]3[CH2:28][CH2:27][N:26]([CH3:29])[CH2:25][CH2:24]3)[N:10]=2)=[CH:4][CH:3]=1.C(N(CC)CC)C.[C:37](Cl)(=[O:40])[CH2:38][CH3:39]. (2) Given the product [F:25][C:22]1[CH:21]=[CH:20][C:19]([C:15]2[O:16][C:17]([CH3:18])=[C:13]([CH2:12][O:11][C@@H:7]3[CH2:8][CH2:9][CH2:10][C@H:5]([CH2:33][CH:32]=[O:36])[CH2:6]3)[N:14]=2)=[CH:24][CH:23]=1, predict the reactants needed to synthesize it. The reactants are: C(O[C@@H:5]1[CH2:10][CH2:9][CH2:8][C@H:7]([O:11][CH2:12][C:13]2[N:14]=[C:15]([C:19]3[CH:24]=[CH:23][C:22]([F:25])=[CH:21][CH:20]=3)[O:16][C:17]=2[CH3:18])[CH2:6]1)C=C.I([O-])(=O)(=O)=O.[Na+].[C:32]([O:36]C)(C)(C)[CH3:33].